From a dataset of Peptide-MHC class I binding affinity with 185,985 pairs from IEDB/IMGT. Regression. Given a peptide amino acid sequence and an MHC pseudo amino acid sequence, predict their binding affinity value. This is MHC class I binding data. (1) The peptide sequence is RAFWGQVQK. The MHC is HLA-A02:03 with pseudo-sequence HLA-A02:03. The binding affinity (normalized) is 0.0847. (2) The peptide sequence is NSFELGVWV. The MHC is HLA-A02:02 with pseudo-sequence HLA-A02:02. The binding affinity (normalized) is 0.400.